Dataset: Catalyst prediction with 721,799 reactions and 888 catalyst types from USPTO. Task: Predict which catalyst facilitates the given reaction. (1) The catalyst class is: 15. Product: [I:1][C:2]1[CH:3]=[C:4]2[C:8](=[CH:9][CH:10]=1)[NH:7][C:6](=[O:11])[C:5]2=[N:15][NH:14][C:16]1[CH:21]=[CH:20][C:19]([S:22]([NH2:25])(=[O:23])=[O:24])=[CH:18][CH:17]=1. Reactant: [I:1][C:2]1[CH:3]=[C:4]2[C:8](=[CH:9][CH:10]=1)[NH:7][C:6](=[O:11])[C:5]2=O.Cl.[NH:14]([C:16]1[CH:21]=[CH:20][C:19]([S:22]([NH2:25])(=[O:24])=[O:23])=[CH:18][CH:17]=1)[NH2:15].C([O-])(=O)C.[Na+].O. (2) Reactant: [Cl:1][C:2]1[CH:7]=[C:6]([C:8]2[NH:12][C:11]3[CH:13]=[CH:14][CH:15]=[C:16]([NH2:17])[C:10]=3[N:9]=2)[CH:5]=[CH:4][N:3]=1.[C:18]([O:22][C:23]([N:25]1[CH2:29][CH2:28][CH:27]([C:30]2[CH:31]=[C:32]([CH:36]=[CH:37][CH:38]=2)[C:33](O)=[O:34])[CH2:26]1)=[O:24])([CH3:21])([CH3:20])[CH3:19].CN(C(ON1N=NC2C=CC=NC1=2)=[N+](C)C)C.F[P-](F)(F)(F)(F)F.CCN(C(C)C)C(C)C. Product: [Cl:1][C:2]1[CH:7]=[C:6]([C:8]2[NH:12][C:11]3[CH:13]=[CH:14][CH:15]=[C:16]([NH:17][C:33]([C:32]4[CH:31]=[C:30]([CH:27]5[CH2:28][CH2:29][N:25]([C:23]([O:22][C:18]([CH3:21])([CH3:20])[CH3:19])=[O:24])[CH2:26]5)[CH:38]=[CH:37][CH:36]=4)=[O:34])[C:10]=3[N:9]=2)[CH:5]=[CH:4][N:3]=1. The catalyst class is: 18.